From a dataset of Full USPTO retrosynthesis dataset with 1.9M reactions from patents (1976-2016). Predict the reactants needed to synthesize the given product. (1) Given the product [Cl:1][C:2]1[CH:10]=[C:9]2[C:5]([CH:6]=[CH:7][N:8]2[C:12]2[CH:17]=[CH:16][C:15]([N+:18]([O-:20])=[O:19])=[CH:14][CH:13]=2)=[CH:4][CH:3]=1, predict the reactants needed to synthesize it. The reactants are: [Cl:1][C:2]1[CH:10]=[C:9]2[C:5]([CH:6]=[CH:7][NH:8]2)=[CH:4][CH:3]=1.I[C:12]1[CH:17]=[CH:16][C:15]([N+:18]([O-:20])=[O:19])=[CH:14][CH:13]=1. (2) Given the product [OH:1][C@H:9]1[C@@H:16]2[N:12]([C:13](=[O:28])[N:14]([C:18]3[CH:25]=[CH:24][C:21]([C:22]#[N:23])=[C:20]([Cl:26])[C:19]=3[CH3:27])[C@H:15]2[CH3:17])[CH2:11][CH2:10]1, predict the reactants needed to synthesize it. The reactants are: [O:1]([C@@H:9]1[C@@H:16]2[N:12]([C:13](=[O:28])[N:14]([C:18]3[CH:25]=[CH:24][C:21]([C:22]#[N:23])=[C:20]([Cl:26])[C:19]=3[CH3:27])[C@@H:15]2[CH3:17])[CH2:11][CH2:10]1)[Si](C(C)(C)C)(C)C.CCCC[N+](CCCC)(CCCC)CCCC.[F-].